Dataset: Forward reaction prediction with 1.9M reactions from USPTO patents (1976-2016). Task: Predict the product of the given reaction. (1) Given the reactants C(N(CC)C(C)C)(C)C.[CH3:10][NH:11][C:12](=[O:25])[O:13][CH2:14][C:15]1[CH:20]=[C:19]([C:21](=O)[CH3:22])[CH:18]=[CH:17][C:16]=1[Cl:24].[NH2:26][OH:27], predict the reaction product. The product is: [CH3:10][NH:11][C:12](=[O:25])[O:13][CH2:14][C:15]1[CH:20]=[C:19](/[C:21](/[CH3:22])=[N:26]/[OH:27])[CH:18]=[CH:17][C:16]=1[Cl:24]. (2) Given the reactants [F:1][C:2]1[CH:3]=[C:4]([N:14]2[C:26]3[C:25]4[CH:24]=[C:23]([C:27]#[C:28][C:29]5[CH:30]=[N:31][CH:32]=[CH:33][CH:34]=5)[CH:22]=[CH:21][C:20]=4[N:19]=[CH:18][C:17]=3[N:16]=[C:15]2[CH3:35])[CH:5]=[CH:6][C:7]=1[N:8]1[CH2:13][CH2:12][NH:11][CH2:10][CH2:9]1.I[CH2:37][CH3:38].C(N(C(C)C)C(C)C)C, predict the reaction product. The product is: [CH2:37]([N:11]1[CH2:10][CH2:9][N:8]([C:7]2[CH:6]=[CH:5][C:4]([N:14]3[C:26]4[C:25]5[CH:24]=[C:23]([C:27]#[C:28][C:29]6[CH:30]=[N:31][CH:32]=[CH:33][CH:34]=6)[CH:22]=[CH:21][C:20]=5[N:19]=[CH:18][C:17]=4[N:16]=[C:15]3[CH3:35])=[CH:3][C:2]=2[F:1])[CH2:13][CH2:12]1)[CH3:38]. (3) Given the reactants Br[C:2]1[CH:11]=[C:10]([Br:12])[C:9]2[C:4](=[CH:5][CH:6]=[CH:7][CH:8]=2)[C:3]=1[O:13][CH3:14].[Cl:15][C:16]1[S:20][C:19]([CH:21]=O)=[CH:18][CH:17]=1, predict the reaction product. The product is: [Br:12][C:10]1[C:9]2[C:4](=[CH:5][CH:6]=[CH:7][CH:8]=2)[C:3]([O:13][CH3:14])=[C:2]([CH2:21][C:19]2[S:20][C:16]([Cl:15])=[CH:17][CH:18]=2)[CH:11]=1. (4) The product is: [CH3:1][O:2][C:3](=[O:13])[C@@H:4]([N:12]1[CH2:29][C:28]([O:31][C:32]2[CH:37]=[CH:36][CH:35]=[C:34]([Cl:38])[C:33]=2[Cl:39])=[CH:27][C:26]1=[O:25])[CH2:5][CH:6]1[CH2:11][CH2:10][CH2:9][CH2:8][CH2:7]1. Given the reactants [CH3:1][O:2][C:3](=[O:13])[C@@H:4]([NH2:12])[CH2:5][CH:6]1[CH2:11][CH2:10][CH2:9][CH2:8][CH2:7]1.C(N(CC)C(C)C)(C)C.C([O:25][C:26](=O)[CH:27]=[C:28]([O:31][C:32]1[CH:37]=[CH:36][CH:35]=[C:34]([Cl:38])[C:33]=1[Cl:39])[CH2:29]Br)C, predict the reaction product. (5) Given the reactants CN1CC(C(OC)=O)N(C)C1=O.[CH3:13][C:14]([O:17][C:18]([N:20]1[CH2:25][CH2:24][CH:23]([N:26]2[CH2:30][CH:29]([C:31](O)=[O:32])[N:28]([CH3:34])[C:27]2=[O:35])[CH2:22][CH2:21]1)=[O:19])([CH3:16])[CH3:15].O.ON1C2C=CC=CC=2N=N1.Cl.C(N=C=NCCCN(C)C)C.C(N1CCOCC1)C.[Cl:67][C:68]1[C:73]([C:74]([F:77])([F:76])[F:75])=[CH:72][CH:71]=[CH:70][C:69]=1[CH2:78][NH2:79], predict the reaction product. The product is: [Cl:67][C:68]1[C:73]([C:74]([F:76])([F:77])[F:75])=[CH:72][CH:71]=[CH:70][C:69]=1[CH2:78][NH:79][C:31]([CH:29]1[CH2:30][N:26]([CH:23]2[CH2:24][CH2:25][N:20]([C:18]([O:17][C:14]([CH3:16])([CH3:15])[CH3:13])=[O:19])[CH2:21][CH2:22]2)[C:27](=[O:35])[N:28]1[CH3:34])=[O:32]. (6) Given the reactants Br[C:2]1[CH:3]=[C:4]2[C:10]([C:11]3[CH:16]=[C:15]([Cl:17])[N:14]=[C:13]([NH:18][CH:19]4[CH2:24][CH2:23][CH2:22][CH2:21][CH2:20]4)[CH:12]=3)=[CH:9][N:8]([S:25]([C:28]3[CH:33]=[CH:32][CH:31]=[CH:30][CH:29]=3)(=[O:27])=[O:26])[C:5]2=[N:6][CH:7]=1.[NH2:34][C:35]1[CH:40]=[CH:39][CH:38]=[CH:37][CH:36]=1.C1(P(C2CCCCC2)C2C=CC=CC=2C2C(CCC)=CC(CCC)=CC=2CCC)CCCCC1.C(=O)([O-])[O-].[K+].[K+], predict the reaction product. The product is: [Cl:17][C:15]1[CH:16]=[C:11]([C:10]2[C:4]3[C:5](=[N:6][CH:7]=[C:2]([NH:34][C:35]4[CH:40]=[CH:39][CH:38]=[CH:37][CH:36]=4)[CH:3]=3)[N:8]([S:25]([C:28]3[CH:29]=[CH:30][CH:31]=[CH:32][CH:33]=3)(=[O:26])=[O:27])[CH:9]=2)[CH:12]=[C:13]([NH:18][CH:19]2[CH2:20][CH2:21][CH2:22][CH2:23][CH2:24]2)[N:14]=1. (7) Given the reactants C1COCC1.[NH2:6][C:7]1[C:12]2=[C:13]([C:27]3[CH:32]=[CH:31][C:30]([NH:33][C:34]([NH:36][C:37]4[CH:42]=[C:41]([C:43]([F:46])([F:45])[F:44])[CH:40]=[CH:39][N:38]=4)=[O:35])=[CH:29][CH:28]=3)[C:14]([C:16]([NH:18][C@H:19]([C:22]([O:24][CH2:25][CH3:26])=[O:23])[CH2:20]O)=[O:17])=[CH:15][N:11]2[N:10]=[CH:9][N:8]=1.CCN(S(F)(F)F)CC.C([O-])([O-])=O.[K+].[K+], predict the reaction product. The product is: [NH2:6][C:7]1[C:12]2=[C:13]([C:27]3[CH:28]=[CH:29][C:30]([NH:33][C:34]([NH:36][C:37]4[CH:42]=[C:41]([C:43]([F:45])([F:46])[F:44])[CH:40]=[CH:39][N:38]=4)=[O:35])=[CH:31][CH:32]=3)[C:14]([C:16]3[O:17][CH2:20][CH:19]([C:22]([O:24][CH2:25][CH3:26])=[O:23])[N:18]=3)=[CH:15][N:11]2[N:10]=[CH:9][N:8]=1.